From a dataset of NCI-60 drug combinations with 297,098 pairs across 59 cell lines. Regression. Given two drug SMILES strings and cell line genomic features, predict the synergy score measuring deviation from expected non-interaction effect. (1) Cell line: TK-10. Drug 2: CC1CCCC2(C(O2)CC(NC(=O)CC(C(C(=O)C(C1O)C)(C)C)O)C(=CC3=CSC(=N3)C)C)C. Drug 1: CC12CCC3C(C1CCC2O)C(CC4=C3C=CC(=C4)O)CCCCCCCCCS(=O)CCCC(C(F)(F)F)(F)F. Synergy scores: CSS=38.6, Synergy_ZIP=4.15, Synergy_Bliss=3.43, Synergy_Loewe=-19.0, Synergy_HSA=2.91. (2) Drug 1: C1CCN(CC1)CCOC2=CC=C(C=C2)C(=O)C3=C(SC4=C3C=CC(=C4)O)C5=CC=C(C=C5)O. Drug 2: CCC1(CC2CC(C3=C(CCN(C2)C1)C4=CC=CC=C4N3)(C5=C(C=C6C(=C5)C78CCN9C7C(C=CC9)(C(C(C8N6C)(C(=O)OC)O)OC(=O)C)CC)OC)C(=O)OC)O.OS(=O)(=O)O. Cell line: SK-MEL-5. Synergy scores: CSS=47.5, Synergy_ZIP=15.3, Synergy_Bliss=10.4, Synergy_Loewe=-41.9, Synergy_HSA=5.23. (3) Drug 1: CCCS(=O)(=O)NC1=C(C(=C(C=C1)F)C(=O)C2=CNC3=C2C=C(C=N3)C4=CC=C(C=C4)Cl)F. Drug 2: C1=CC(=CC=C1CCC2=CNC3=C2C(=O)NC(=N3)N)C(=O)NC(CCC(=O)O)C(=O)O. Cell line: SK-MEL-28. Synergy scores: CSS=37.5, Synergy_ZIP=-0.996, Synergy_Bliss=1.37, Synergy_Loewe=2.53, Synergy_HSA=3.08. (4) Drug 1: C1=NC2=C(N1)C(=S)N=C(N2)N. Drug 2: CC1=C(C(=CC=C1)Cl)NC(=O)C2=CN=C(S2)NC3=CC(=NC(=N3)C)N4CCN(CC4)CCO. Cell line: HOP-62. Synergy scores: CSS=43.5, Synergy_ZIP=-2.71, Synergy_Bliss=-3.70, Synergy_Loewe=-1.24, Synergy_HSA=0.520. (5) Drug 1: C1=CC(=C2C(=C1NCCNCCO)C(=O)C3=C(C=CC(=C3C2=O)O)O)NCCNCCO. Drug 2: CCC1=C2CN3C(=CC4=C(C3=O)COC(=O)C4(CC)O)C2=NC5=C1C=C(C=C5)O. Cell line: SR. Synergy scores: CSS=85.7, Synergy_ZIP=-1.05, Synergy_Bliss=-1.24, Synergy_Loewe=-2.57, Synergy_HSA=1.37. (6) Drug 1: C1=CC(=CC=C1CCC2=CNC3=C2C(=O)NC(=N3)N)C(=O)NC(CCC(=O)O)C(=O)O. Drug 2: CC1=C(C(CCC1)(C)C)C=CC(=CC=CC(=CC(=O)O)C)C. Cell line: LOX IMVI. Synergy scores: CSS=42.7, Synergy_ZIP=1.07, Synergy_Bliss=-1.91, Synergy_Loewe=-7.60, Synergy_HSA=-1.03. (7) Drug 1: C1=CC(=C2C(=C1NCCNCCO)C(=O)C3=C(C=CC(=C3C2=O)O)O)NCCNCCO. Drug 2: C1C(C(OC1N2C=C(C(=O)NC2=O)F)CO)O. Cell line: SNB-75. Synergy scores: CSS=63.9, Synergy_ZIP=-5.62, Synergy_Bliss=-7.44, Synergy_Loewe=-3.53, Synergy_HSA=-1.01.